This data is from Forward reaction prediction with 1.9M reactions from USPTO patents (1976-2016). The task is: Predict the product of the given reaction. (1) Given the reactants [H-].[Na+].[S:3]1[CH:7]=[CH:6][CH:5]=[C:4]1[C:8]1[N:9]=[CH:10][NH:11][CH:12]=1.[CH3:13][O:14][CH:15]([O:18][CH3:19])[CH2:16]Br, predict the reaction product. The product is: [CH3:13][O:14][CH:15]([O:18][CH3:19])[CH2:16][N:11]1[CH:12]=[C:8]([C:4]2[S:3][CH:7]=[CH:6][CH:5]=2)[N:9]=[CH:10]1. (2) Given the reactants Cl[C:2]1[N:7]=[C:6]([O:8]C)N=C(OC)N=1.C[N:13]1[CH2:18][CH2:17]OCC1.Cl.[C:20]([N:24]1[CH:28]=[C:27]2[O:29][C:30]3([CH2:38]CN[CH2:35][CH2:34]3)[CH2:31][C:32](=[O:33])[C:26]2=[N:25]1)([CH3:23])([CH3:22])[CH3:21], predict the reaction product. The product is: [C:20]([N:24]1[CH:28]=[C:27]2[O:29][C:30]3([CH2:38][CH2:2][N:7]([C:6]([C:32]4[CH:26]=[C:27]5[C:18](=[CH:17][CH:31]=4)[NH:13][N:24]=[CH:28]5)=[O:8])[CH2:35][CH2:34]3)[CH2:31][C:32](=[O:33])[C:26]2=[N:25]1)([CH3:23])([CH3:21])[CH3:22]. (3) Given the reactants [Br:1][C:2]1[C:9]([O:10][CH3:11])=[CH:8][C:5]([CH:6]=[O:7])=[CH:4][C:3]=1[O:12][CH3:13].[CH2:14]([Mg]Br)[CH3:15], predict the reaction product. The product is: [Br:1][C:2]1[C:9]([O:10][CH3:11])=[CH:8][C:5]([CH:6]([OH:7])[CH2:14][CH3:15])=[CH:4][C:3]=1[O:12][CH3:13]. (4) Given the reactants [CH:1]([N:4]1[CH:8]=[C:7]([C:9]2[CH:14]=[CH:13][C:12]([C:15]3[CH:16]=[N:17][CH:18]=[C:19]4[C:24]=3[N:23]=[C:22]([C:25]([N:27]3[CH2:30][CH:29]([O:31][CH3:32])[CH2:28]3)=[O:26])[CH:21]=[CH:20]4)=[CH:11][CH:10]=2)[CH:6]=[N:5]1)([CH3:3])[CH3:2].C(OO)(=O)C.C1(C)C=CC(S(Cl)(=O)=O)=CC=1.C(C[NH2:52])O, predict the reaction product. The product is: [NH2:52][C:18]1[N:17]=[CH:16][C:15]([C:12]2[CH:13]=[CH:14][C:9]([C:7]3[CH:6]=[N:5][N:4]([CH:1]([CH3:3])[CH3:2])[CH:8]=3)=[CH:10][CH:11]=2)=[C:24]2[C:19]=1[CH:20]=[CH:21][C:22]([C:25]([N:27]1[CH2:28][CH:29]([O:31][CH3:32])[CH2:30]1)=[O:26])=[N:23]2. (5) Given the reactants C[O:2][C:3](=[O:20])[CH2:4][CH2:5][NH:6][S:7]([C:10]1[CH:15]=[CH:14][C:13]([O:16][CH3:17])=[C:12]([O:18][CH3:19])[CH:11]=1)(=[O:9])=[O:8].O.[OH-].[Li+].C(O)(=O)CC(CC(O)=O)(C(O)=O)O, predict the reaction product. The product is: [CH3:19][O:18][C:12]1[CH:11]=[C:10]([S:7]([NH:6][CH2:5][CH2:4][C:3]([OH:20])=[O:2])(=[O:8])=[O:9])[CH:15]=[CH:14][C:13]=1[O:16][CH3:17]. (6) Given the reactants [CH3:1][C:2]1[C:11]([CH2:12][CH2:13][C:14]2[N:18]=[C:17]([CH2:19][C:20]3([CH2:25][C:26]([OH:28])=[O:27])CCCC3)[O:16][N:15]=2)=[CH:10][C:9]2[CH2:8][CH2:7][CH2:6][NH:5][C:4]=2[N:3]=1.[C:29]1(C2CCC(=O)OC2=O)[CH:34]=[CH:33][CH:32]=[CH:31][CH:30]=1, predict the reaction product. The product is: [CH3:1][C:2]1[C:11]([CH2:12][CH2:13][C:14]2[N:18]=[C:17]([CH2:19][CH2:20][CH:25]([C:29]3[CH:34]=[CH:33][CH:32]=[CH:31][CH:30]=3)[C:26]([OH:28])=[O:27])[O:16][N:15]=2)=[CH:10][C:9]2[CH2:8][CH2:7][CH2:6][NH:5][C:4]=2[N:3]=1. (7) Given the reactants C1C=C(Cl)C=C(C(OO)=[O:9])C=1.[CH2:12]([C:15]1[S:16][C:17]2[C:26]3[CH:25]=[CH:24][C:23]([O:27][CH:28]4[CH2:33][CH2:32][N:31]([C:34]([O:36][C:37]([CH3:40])([CH3:39])[CH3:38])=[O:35])[CH2:30][CH2:29]4)=[CH:22][C:21]=3[N:20]=[CH:19][C:18]=2[N:41]=1)[CH2:13][CH3:14], predict the reaction product. The product is: [O-:9][N+:20]1[C:21]2[CH:22]=[C:23]([O:27][CH:28]3[CH2:33][CH2:32][N:31]([C:34]([O:36][C:37]([CH3:40])([CH3:39])[CH3:38])=[O:35])[CH2:30][CH2:29]3)[CH:24]=[CH:25][C:26]=2[C:17]2[S:16][C:15]([CH2:12][CH2:13][CH3:14])=[N:41][C:18]=2[CH:19]=1. (8) Given the reactants [CH3:1][CH:2]1[CH:7]([NH2:8])[CH2:6][CH2:5][CH:4]([CH3:9])[NH:3]1.C(=O)([O-])[O-].[K+].[K+].[Br:16][C:17]1[S:25][C:24]2[C:23]([C:26]#[N:27])=[CH:22][N:21]=[C:20](Cl)[C:19]=2[CH:18]=1, predict the reaction product. The product is: [Br:16][C:17]1[S:25][C:24]2[C:23]([C:26]#[N:27])=[CH:22][N:21]=[C:20]([NH:8][CH:7]3[CH2:6][CH2:5][CH:4]([CH3:9])[NH:3][CH:2]3[CH3:1])[C:19]=2[CH:18]=1. (9) Given the reactants [CH3:1][C:2]1([CH3:37])[N:6]([C:7]([O:9][C:10]([CH3:13])([CH3:12])[CH3:11])=[O:8])[C@@H:5](/[CH:14]=[CH:15]/[C:16]2[C:25]3[C:20](=[CH:21][CH:22]=[CH:23][CH:24]=3)[N:19]=[C:18]([N:26]3[CH2:32][CH2:31][CH2:30][C:29]4[CH:33]=[CH:34][CH:35]=[CH:36][C:28]=4[CH2:27]3)[CH:17]=2)[CH2:4][O:3]1, predict the reaction product. The product is: [CH3:1][C:2]1([CH3:37])[N:6]([C:7]([O:9][C:10]([CH3:11])([CH3:12])[CH3:13])=[O:8])[C@@H:5]([CH2:14][CH2:15][C:16]2[C:25]3[C:20](=[CH:21][CH:22]=[CH:23][CH:24]=3)[N:19]=[C:18]([N:26]3[CH2:32][CH2:31][CH2:30][C:29]4[CH:33]=[CH:34][CH:35]=[CH:36][C:28]=4[CH2:27]3)[CH:17]=2)[CH2:4][O:3]1.